This data is from Full USPTO retrosynthesis dataset with 1.9M reactions from patents (1976-2016). The task is: Predict the reactants needed to synthesize the given product. (1) Given the product [F:10][C:11]1[CH:18]=[CH:17][CH:16]=[C:15]([F:19])[C:12]=1[CH:13]=[C:4]([C:3](=[O:9])[CH2:2][CH3:1])[C:5](=[O:8])[CH2:6][CH3:7], predict the reactants needed to synthesize it. The reactants are: [CH3:1][CH2:2][C:3](=[O:9])[CH2:4][C:5](=[O:8])[CH2:6][CH3:7].[F:10][C:11]1[CH:18]=[CH:17][CH:16]=[C:15]([F:19])[C:12]=1[CH:13]=O.C(O)(=O)C. (2) Given the product [C:14]([CH2:15][CH2:13][N:4]([CH3:3])[CH2:5][CH2:6][CH2:7][NH:8][C:9](=[O:12])[CH:10]=[CH2:11])([OH:1])=[O:16], predict the reactants needed to synthesize it. The reactants are: [OH-:1].[K+].[CH3:3][N:4]([CH3:13])[CH2:5][CH2:6][CH2:7][NH:8][C:9](=[O:12])[CH:10]=[CH2:11].[CH2:14]([OH:16])[CH3:15]. (3) Given the product [Br:1][C:2]1[CH:3]=[CH:4][C:5]2[N:6]([C:14]([C:15](=[O:17])[CH3:16])=[CH:9][N:8]=2)[CH:7]=1, predict the reactants needed to synthesize it. The reactants are: [Br:1][C:2]1[CH:3]=[CH:4][C:5](/[N:8]=[CH:9]/N(C)C)=[N:6][CH:7]=1.Cl[CH2:14][C:15](=[O:17])[CH3:16].C([O-])(O)=O.[Na+]. (4) Given the product [Cl:11][C:9]1[CH:10]=[C:2]2[C:3]([C:4]([N:28]3[CH2:29][CH2:30][N:25]([C:22](=[O:24])[CH3:23])[CH2:26][CH2:27]3)=[N:6][C:15]([C:14]3[CH:18]=[CH:19][CH:20]=[CH:21][C:13]=3[Cl:12])=[N:1]2)=[CH:7][CH:8]=1, predict the reactants needed to synthesize it. The reactants are: [NH2:1][C:2]1[CH:10]=[C:9]([Cl:11])[CH:8]=[CH:7][C:3]=1[C:4]([NH2:6])=O.[Cl:12][C:13]1[CH:21]=[CH:20][CH:19]=[CH:18][C:14]=1[C:15](Cl)=O.[C:22]([N:25]1[CH2:30][CH2:29][NH:28][CH2:27][CH2:26]1)(=[O:24])[CH3:23].